From a dataset of Catalyst prediction with 721,799 reactions and 888 catalyst types from USPTO. Predict which catalyst facilitates the given reaction. (1) Reactant: [Cl:1][C:2]1[C:3]([CH3:14])=[C:4]([NH:10]C(=O)C)[CH:5]=[CH:6][C:7]=1[C:8]#[N:9]. Product: [NH2:10][C:4]1[CH:5]=[CH:6][C:7]([C:8]#[N:9])=[C:2]([Cl:1])[C:3]=1[CH3:14]. The catalyst class is: 422. (2) The catalyst class is: 30. Reactant: C(NC(C)C)(C)C.CCCCCC.C([Li])CCC.[F:19][C:20]1[CH:25]=[CH:24][CH:23]=[CH:22][N:21]=1.[F:26][C:27]1([F:51])[CH:31]([O:32][S:33]([C:36]2[CH:41]=[CH:40][C:39]([CH3:42])=[CH:38][CH:37]=2)(=[O:35])=[O:34])[CH2:30][N:29](C(OC(C)(C)C)=O)[C:28]1=O. Product: [CH3:42][C:39]1[CH:38]=[CH:37][C:36]([S:33]([O:32][CH:31]2[C:27]([F:51])([F:26])[C:28]([C:25]3[C:20]([F:19])=[N:21][CH:22]=[CH:23][CH:24]=3)=[N:29][CH2:30]2)(=[O:35])=[O:34])=[CH:41][CH:40]=1. (3) Reactant: [N+:1]([C:4]1[CH:9]=[CH:8][C:7]([C:10]2[CH:15]=[CH:14][N:13]=[CH:12][CH:11]=2)=[CH:6][CH:5]=1)([O-])=O. Product: [N:13]1[CH:14]=[CH:15][C:10]([C:7]2[CH:8]=[CH:9][C:4]([NH2:1])=[CH:5][CH:6]=2)=[CH:11][CH:12]=1. The catalyst class is: 19.